From a dataset of Reaction yield outcomes from USPTO patents with 853,638 reactions. Predict the reaction yield, written as a fraction of the theoretical maximum amount of product (1.0 means a 100% yield; for example, 0.34 means a 34% yield). (1) The reactants are CC1C=CC(S(O[CH2:12][CH2:13][CH2:14][C:15]2[CH:20]=[CH:19][C:18]([O:21][CH2:22][C:23]3[CH:28]=[CH:27][CH:26]=[CH:25][CH:24]=3)=[CH:17][CH:16]=2)(=O)=O)=CC=1.C(=O)([O-])[O-].[K+].[K+].S(C1C=CC(C)=CC=1)([O-])(=O)=O.Cl.[F:47][C:48]1([F:54])[CH2:53][CH2:52][NH:51][CH2:50][CH2:49]1. The catalyst is CCO. The product is [CH2:22]([O:21][C:18]1[CH:17]=[CH:16][C:15]([CH2:14][CH2:13][CH2:12][N:51]2[CH2:52][CH2:53][C:48]([F:54])([F:47])[CH2:49][CH2:50]2)=[CH:20][CH:19]=1)[C:23]1[CH:24]=[CH:25][CH:26]=[CH:27][CH:28]=1. The yield is 0.680. (2) The reactants are Br[C:2]1[CH:14]=[N:13][C:5]2[NH:6][CH2:7][C:8]([CH3:12])([CH3:11])[N:9]=[CH:10][C:4]=2[CH:3]=1.[CH3:15][N:16]([CH2:21][C:22]1[O:23][C:24]2[CH:31]=[CH:30][CH:29]=[CH:28][C:25]=2[C:26]=1[CH3:27])[C:17](=[O:20])[CH:18]=[CH2:19].C(N(C(C)C)C(C)C)C.CC1C=CC=CC=1P(C1C=CC=CC=1C)C1C=CC=CC=1C. The catalyst is C(#N)CC.CN(C=O)C.CCOC(C)=O.CC([O-])=O.CC([O-])=O.[Pd+2]. The product is [CH3:11][C:8]1([CH3:12])[CH2:7][NH:6][C:5]2[N:13]=[CH:14][C:2](/[CH:19]=[CH:18]/[C:17]([N:16]([CH3:15])[CH2:21][C:22]3[O:23][C:24]4[CH:31]=[CH:30][CH:29]=[CH:28][C:25]=4[C:26]=3[CH3:27])=[O:20])=[CH:3][C:4]=2[CH:10]=[N:9]1. The yield is 0.210.